The task is: Predict the reactants needed to synthesize the given product.. This data is from Full USPTO retrosynthesis dataset with 1.9M reactions from patents (1976-2016). (1) Given the product [CH2:4]([O:3][C:1](=[O:2])[CH2:12][CH2:13][CH2:14][CH2:15][C:16]([OH:18])=[O:17])[C:5]1[CH:10]=[CH:9][CH:8]=[CH:7][CH:6]=1, predict the reactants needed to synthesize it. The reactants are: [CH:1]([O:3][CH2:4][C:5]1[CH:10]=[CH:9][CH:8]=[CH:7][CH:6]=1)=[O:2].C(O)(=O)[CH2:12][CH2:13][CH2:14][CH2:15][C:16]([OH:18])=[O:17]. (2) The reactants are: [CH3:1][C:2]1[C:3]([CH2:9][N:10]([CH2:17][C:18]2[C:23]([C:24]([CH3:32])([C:26]3[CH:31]=[CH:30][CH:29]=[CH:28][CH:27]=3)[CH3:25])=[CH:22][CH:21]=[CH:20][N:19]=2)[CH:11]2[CH2:16][CH2:15][NH:14][CH2:13][CH2:12]2)=[N:4][CH:5]=[C:6]([CH3:8])[CH:7]=1.CCN(C(C)C)C(C)C.[NH:42]1[CH:46]=[CH:45][N:44]=[C:43]1[NH:47][C:48](N1C=CN=C1)=[O:49]. Given the product [NH:42]1[CH:46]=[CH:45][N:44]=[C:43]1[NH:47][C:48]([N:14]1[CH2:13][CH2:12][CH:11]([N:10]([CH2:9][C:3]2[C:2]([CH3:1])=[CH:7][C:6]([CH3:8])=[CH:5][N:4]=2)[CH2:17][C:18]2[C:23]([C:24]([CH3:32])([C:26]3[CH:27]=[CH:28][CH:29]=[CH:30][CH:31]=3)[CH3:25])=[CH:22][CH:21]=[CH:20][N:19]=2)[CH2:16][CH2:15]1)=[O:49], predict the reactants needed to synthesize it. (3) The reactants are: [NH:1]1[CH:5]=[N:4][CH:3]=[N:2]1.[H-].[Na+].[F:8][C:9]1[CH:14]=[CH:13][C:12]([F:15])=[CH:11][C:10]=1[C@@:16]1([C@@H:19]([OH:21])[CH3:20])[CH2:18][O:17]1. Given the product [F:8][C:9]1[CH:14]=[CH:13][C:12]([F:15])=[CH:11][C:10]=1[C@:16]([OH:17])([C@H:19]([OH:21])[CH3:20])[CH2:18][N:1]1[CH:5]=[N:4][CH:3]=[N:2]1, predict the reactants needed to synthesize it. (4) Given the product [CH:9]1([N:6]2[CH2:7][CH2:8][C:2]3[S:24][C:22]([C:19]4[CH:18]=[CH:17][C:16]([C:15]([F:14])([F:25])[F:26])=[CH:21][CH:20]=4)=[N:23][C:3]=3[CH2:4][CH2:5]2)[CH2:12][CH2:11][CH2:10]1, predict the reactants needed to synthesize it. The reactants are: Br[CH:2]1[CH2:8][CH2:7][N:6]([CH:9]2[CH2:12][CH2:11][CH2:10]2)[CH2:5][CH2:4][C:3]1=O.[F:14][C:15]([F:26])([F:25])[C:16]1[CH:21]=[CH:20][C:19]([C:22](=[S:24])[NH2:23])=[CH:18][CH:17]=1. (5) Given the product [Cl:20][C:4]1[C:5]([O:11][CH3:12])=[C:6]([B:8]([OH:10])[OH:9])[CH:7]=[CH:2][CH:3]=1, predict the reactants needed to synthesize it. The reactants are: F[C:2]1[CH:3]=[CH:4][C:5]([O:11][CH3:12])=[C:6]([B:8]([OH:10])[OH:9])[CH:7]=1.BrC1C=CC=C([Cl:20])C=1OC.[Li]CCCC.COB(OC)OC. (6) Given the product [ClH:35].[CH3:1][C:2]1[N:6]([C:7]2[CH:8]=[CH:9][CH:10]=[CH:11][CH:12]=2)[N:5]=[CH:4][C:3]=1[C:13]([NH:15][C:16]1[CH:21]=[CH:20][C:19]([C@@H:22]2[O:27][CH2:26][CH2:25][NH:24][CH2:23]2)=[CH:18][CH:17]=1)=[O:14], predict the reactants needed to synthesize it. The reactants are: [CH3:1][C:2]1[N:6]([C:7]2[CH:12]=[CH:11][CH:10]=[CH:9][CH:8]=2)[N:5]=[CH:4][C:3]=1[C:13]([NH:15][C:16]1[CH:21]=[CH:20][C:19]([C@@H:22]2[O:27][CH2:26][CH2:25][N:24](C(OC(C)(C)C)=O)[CH2:23]2)=[CH:18][CH:17]=1)=[O:14].[ClH:35].O1CCOCC1.